From a dataset of Full USPTO retrosynthesis dataset with 1.9M reactions from patents (1976-2016). Predict the reactants needed to synthesize the given product. (1) Given the product [O:53]=[S:50]1(=[O:54])[CH2:49][CH2:48][N:47]([CH2:46][CH2:45][CH2:44][NH:43][CH2:37][C@:21]23[CH2:33][CH2:32][C@@H:31]([C:34]([CH3:36])=[CH2:35])[C@@H:22]2[C@@H:23]2[C@@:18]([CH3:39])([CH2:19][CH2:20]3)[C@@:17]3([CH3:40])[C@@H:26]([C@:27]4([CH3:30])[C@@H:14]([CH2:15][CH2:16]3)[C:13]([CH3:41])([CH3:42])[C:12]([C:10]3[CH:9]=[CH:8][C:3]([C:4]([OH:6])=[O:5])=[C:2]([F:1])[CH:11]=3)=[CH:29][CH2:28]4)[CH2:25][CH2:24]2)[CH2:52][CH2:51]1, predict the reactants needed to synthesize it. The reactants are: [F:1][C:2]1[CH:11]=[C:10]([C:12]2[C:13]([CH3:42])([CH3:41])[C@H:14]3[C@:27]([CH3:30])([CH2:28][CH:29]=2)[C@@H:26]2[C@:17]([CH3:40])([C@@:18]4([CH3:39])[C@H:23]([CH2:24][CH2:25]2)[C@H:22]2[C@H:31]([C:34]([CH3:36])=[CH2:35])[CH2:32][CH2:33][C@:21]2([CH:37]=O)[CH2:20][CH2:19]4)[CH2:16][CH2:15]3)[CH:9]=[CH:8][C:3]=1[C:4]([O:6]C)=[O:5].[NH2:43][CH2:44][CH2:45][CH2:46][N:47]1[CH2:52][CH2:51][S:50](=[O:54])(=[O:53])[CH2:49][CH2:48]1. (2) Given the product [CH2:6]([CH:13]([CH2:16][CH2:17][CH2:18][CH2:19][CH2:20][CH2:21][CH2:22][CH2:23][CH3:24])[CH2:14][O:15][P:1]([Cl:5])([Cl:3])=[O:2])[CH2:7][CH2:8][CH2:9][CH2:10][CH2:11][CH3:12], predict the reactants needed to synthesize it. The reactants are: [P:1]([Cl:5])(Cl)([Cl:3])=[O:2].[CH2:6]([CH:13]([CH2:16][CH2:17][CH2:18][CH2:19][CH2:20][CH2:21][CH2:22][CH2:23][CH3:24])[CH2:14][OH:15])[CH2:7][CH2:8][CH2:9][CH2:10][CH2:11][CH3:12].C(N(CC)CC)C. (3) Given the product [CH3:1][O:2][C:3](=[O:21])[C:4]1[CH:9]=[CH:8][C:7]([NH2:10])=[C:6]([O:13][CH2:14][C:15]2[CH:16]=[N:17][CH:18]=[CH:19][CH:20]=2)[CH:5]=1, predict the reactants needed to synthesize it. The reactants are: [CH3:1][O:2][C:3](=[O:21])[C:4]1[CH:9]=[CH:8][C:7]([N+:10]([O-])=O)=[C:6]([O:13][CH2:14][C:15]2[CH:16]=[N:17][CH:18]=[CH:19][CH:20]=2)[CH:5]=1. (4) Given the product [OH:13][CH2:12][CH:4]1[CH2:5][C:6]2[C:11](=[CH:10][CH:9]=[CH:8][CH:7]=2)[N:2]([CH3:1])[CH2:3]1, predict the reactants needed to synthesize it. The reactants are: [CH3:1][N:2]1[C:11]2[C:6](=[CH:7][CH:8]=[CH:9][CH:10]=2)[CH2:5][CH:4]([C:12](OCC)=[O:13])[C:3]1=O.[BH4-].[Li+].